Dataset: NCI-60 drug combinations with 297,098 pairs across 59 cell lines. Task: Regression. Given two drug SMILES strings and cell line genomic features, predict the synergy score measuring deviation from expected non-interaction effect. (1) Drug 1: CN1C(=O)N2C=NC(=C2N=N1)C(=O)N. Drug 2: CC1CCC2CC(C(=CC=CC=CC(CC(C(=O)C(C(C(=CC(C(=O)CC(OC(=O)C3CCCCN3C(=O)C(=O)C1(O2)O)C(C)CC4CCC(C(C4)OC)O)C)C)O)OC)C)C)C)OC. Cell line: HOP-92. Synergy scores: CSS=-2.49, Synergy_ZIP=1.97, Synergy_Bliss=-0.00448, Synergy_Loewe=-14.9, Synergy_HSA=-7.14. (2) Drug 1: CC(CN1CC(=O)NC(=O)C1)N2CC(=O)NC(=O)C2. Drug 2: CC(C)NC(=O)C1=CC=C(C=C1)CNNC.Cl. Cell line: NCI-H460. Synergy scores: CSS=39.1, Synergy_ZIP=2.30, Synergy_Bliss=3.31, Synergy_Loewe=-6.52, Synergy_HSA=1.13. (3) Drug 1: CN1C(=O)N2C=NC(=C2N=N1)C(=O)N. Drug 2: COCCOC1=C(C=C2C(=C1)C(=NC=N2)NC3=CC=CC(=C3)C#C)OCCOC.Cl. Cell line: RPMI-8226. Synergy scores: CSS=4.05, Synergy_ZIP=-2.54, Synergy_Bliss=-3.36, Synergy_Loewe=-1.06, Synergy_HSA=-3.14.